This data is from Forward reaction prediction with 1.9M reactions from USPTO patents (1976-2016). The task is: Predict the product of the given reaction. (1) Given the reactants [CH:1]([N:4]1[C:8]([C:9]2[N:10]=[C:11]3[C:17]4[CH:18]=[CH:19][C:20]([N:22]5[CH2:27][CH2:26][N:25]([CH2:28][C:29](O)=[O:30])[CH2:24][CH2:23]5)=[N:21][C:16]=4[O:15][CH2:14][CH2:13][N:12]3[CH:32]=2)=[N:7][CH:6]=[N:5]1)([CH3:3])[CH3:2].[CH3:33][N:34](C)C=O.C(N(CC)C(C)C)(C)C.CN, predict the reaction product. The product is: [CH:1]([N:4]1[C:8]([C:9]2[N:10]=[C:11]3[C:17]4[CH:18]=[CH:19][C:20]([N:22]5[CH2:23][CH2:24][N:25]([CH2:28][C:29]([NH:34][CH3:33])=[O:30])[CH2:26][CH2:27]5)=[N:21][C:16]=4[O:15][CH2:14][CH2:13][N:12]3[CH:32]=2)=[N:7][CH:6]=[N:5]1)([CH3:3])[CH3:2]. (2) Given the reactants [CH2:1]([O:8][C:9]1[C:10](=[O:17])[CH:11]=[C:12]([CH2:15][OH:16])O[CH:14]=1)[C:2]1[CH:7]=[CH:6][CH:5]=[CH:4][CH:3]=1.[C:18]1([C:25]2[CH:30]=[CH:29][CH:28]=[CH:27][CH:26]=2)[CH:23]=[CH:22][CH:21]=[C:20]([NH2:24])[CH:19]=1, predict the reaction product. The product is: [CH2:1]([O:8][C:9]1[C:10](=[O:17])[CH:11]=[C:12]([CH2:15][OH:16])[N:24]([C:20]2[CH:19]=[C:18]([C:25]3[CH:26]=[CH:27][CH:28]=[CH:29][CH:30]=3)[CH:23]=[CH:22][CH:21]=2)[CH:14]=1)[C:2]1[CH:3]=[CH:4][CH:5]=[CH:6][CH:7]=1.